Task: Predict the product of the given reaction.. Dataset: Forward reaction prediction with 1.9M reactions from USPTO patents (1976-2016) (1) Given the reactants [NH:1]([C:3]1[CH:12]=[CH:11][C:6]([C:7]([O:9][CH3:10])=[O:8])=[C:5]([O:13][CH3:14])[CH:4]=1)[NH2:2].[CH3:15][C:16]([O:19][C:20](O[C:20]([O:19][C:16]([CH3:18])([CH3:17])[CH3:15])=[O:21])=[O:21])([CH3:18])[CH3:17], predict the reaction product. The product is: [CH3:14][O:13][C:5]1[CH:4]=[C:3]([NH:1][NH:2][C:20]([O:19][C:16]([CH3:18])([CH3:17])[CH3:15])=[O:21])[CH:12]=[CH:11][C:6]=1[C:7]([O:9][CH3:10])=[O:8]. (2) Given the reactants C(N(CC)CC)C.[CH2:8]([O:15][C:16](=[O:24])[NH:17][CH2:18][C@@H:19]1[CH2:23][CH2:22][NH:21][CH2:20]1)[C:9]1[CH:14]=[CH:13][CH:12]=[CH:11][CH:10]=1.Cl[C:26]1[C:35]2[C:30](=[CH:31][CH:32]=[C:33]([F:36])[CH:34]=2)[N:29]=[C:28]([C:37]2[CH:42]=[CH:41][CH:40]=[CH:39][C:38]=2[OH:43])[N:27]=1, predict the reaction product. The product is: [CH2:8]([O:15][C:16](=[O:24])[NH:17][CH2:18][C@@H:19]1[CH2:23][CH2:22][N:21]([C:26]2[C:35]3[C:30](=[CH:31][CH:32]=[C:33]([F:36])[CH:34]=3)[N:29]=[C:28]([C:37]3[CH:42]=[CH:41][CH:40]=[CH:39][C:38]=3[OH:43])[N:27]=2)[CH2:20]1)[C:9]1[CH:14]=[CH:13][CH:12]=[CH:11][CH:10]=1. (3) Given the reactants [OH:1][C:2]1[CH:3]=[C:4]([CH:7]=[CH:8][C:9]=1[OH:10])[CH:5]=[O:6].[CH2:11]([O:13][C:14](=[O:17])[CH2:15]Br)[CH3:12].C([O-])([O-])=O.[K+].[K+].[CH3:24][CH2:25][O:26][C:27]([CH3:29])=[O:28], predict the reaction product. The product is: [CH2:11]([O:13][C:14](=[O:17])[CH2:15][O:10][C:9]1[CH:8]=[CH:7][C:4]([CH:5]=[O:6])=[CH:3][C:2]=1[O:1][CH2:29][C:27]([O:26][CH2:25][CH3:24])=[O:28])[CH3:12]. (4) The product is: [Cl:14][C:15]1[N:20]=[CH:19][C:18]([NH:21][C:22](=[O:28])[O:23][C:24]([CH3:25])([CH3:27])[CH3:26])=[C:17]([CH:29]([OH:32])[CH2:30][CH3:31])[CH:16]=1. Given the reactants [Li]CCCC.CN(CCN(C)C)C.[Cl:14][C:15]1[N:20]=[CH:19][C:18]([NH:21][C:22](=[O:28])[O:23][C:24]([CH3:27])([CH3:26])[CH3:25])=[CH:17][CH:16]=1.[CH:29](=[O:32])[CH2:30][CH3:31], predict the reaction product.